This data is from Forward reaction prediction with 1.9M reactions from USPTO patents (1976-2016). The task is: Predict the product of the given reaction. (1) The product is: [Br:43][C:16]1[C:15]([O:18][CH2:19][C@@H:20]([N:25]2[C:26](=[O:35])[C:27]3[C:32](=[CH:31][CH:30]=[CH:29][CH:28]=3)[C:33]2=[O:34])[CH2:21][CH:22]([CH3:24])[CH3:23])=[CH:14][C:8]2[N:9]([CH3:13])[C:10](=[O:12])[C:11]3[C:6]([C:7]=2[CH:17]=1)=[CH:5][CH:4]=[N:3][C:2]=3[CH3:1]. Given the reactants [CH3:1][C:2]1[N:3]=[CH:4][CH:5]=[C:6]2[C:11]=1[C:10](=[O:12])[N:9]([CH3:13])[C:8]1[CH:14]=[C:15]([O:18][CH2:19][C@@H:20]([N:25]3[C:33](=[O:34])[C:32]4[C:27](=[CH:28][CH:29]=[CH:30][CH:31]=4)[C:26]3=[O:35])[CH2:21][CH:22]([CH3:24])[CH3:23])[CH:16]=[CH:17][C:7]2=1.C1C(=O)N([Br:43])C(=O)C1, predict the reaction product. (2) Given the reactants F[C:2](F)(F)[C:3]([OH:5])=[O:4].[C:8]1(=[O:14])[CH2:13][CH2:12][CH2:11]CC1.[OH2:15], predict the reaction product. The product is: [C:3]([OH:5])(=[O:4])[CH2:2][CH2:11][CH2:12][CH2:13][C:8]([OH:14])=[O:15]. (3) Given the reactants C(OC([N:8]1[CH2:12][C@@H:11]([CH2:13][N:14]([CH:31]([CH3:33])[CH3:32])[C:15](=[O:30])[C:16]2[CH:21]=[CH:20][C:19]([O:22][CH3:23])=[C:18]([O:24][CH2:25][CH2:26][CH2:27][O:28][CH3:29])[CH:17]=2)[C@H:10]([NH2:34])[CH2:9]1)=O)(C)(C)C.[Cl:35][C:36]1[CH:37]=[C:38]([CH2:42][S:43](Cl)(=[O:45])=[O:44])[CH:39]=[CH:40][CH:41]=1.CC#N.O.CC#N, predict the reaction product. The product is: [Cl:35][C:36]1[CH:37]=[C:38]([CH2:42][S:43]([NH:34][C@@H:10]2[CH2:9][NH:8][CH2:12][C@H:11]2[CH2:13][N:14]([CH:31]([CH3:33])[CH3:32])[C:15](=[O:30])[C:16]2[CH:21]=[CH:20][C:19]([O:22][CH3:23])=[C:18]([O:24][CH2:25][CH2:26][CH2:27][O:28][CH3:29])[CH:17]=2)(=[O:45])=[O:44])[CH:39]=[CH:40][CH:41]=1. (4) Given the reactants [OH:1][CH2:2][CH2:3][O:4][CH:5]1[CH2:10][CH2:9][CH2:8][CH2:7][O:6]1.[F:11][C:12]([F:16])([F:15])[CH2:13]O.C(P(CCCC)CCCC)CCC, predict the reaction product. The product is: [F:11][C:12]([F:16])([F:15])[CH2:13][O:1][CH2:2][CH2:3][O:4][CH:5]1[CH2:10][CH2:9][CH2:8][CH2:7][O:6]1. (5) Given the reactants Cl[C:2]1[CH:7]=[C:6]([O:8][C:9]2[CH:10]=[CH:11][C:12]([NH2:15])=[N:13][CH:14]=2)[CH:5]=[CH:4][N:3]=1.B(O)(O)[C:17]1[CH:22]=[N:21][CH:20]=[N:19][CH:18]=1.C([O-])([O-])=O.[K+].[K+], predict the reaction product. The product is: [N:19]1[CH:18]=[C:17]([C:2]2[CH:7]=[C:6]([O:8][C:9]3[CH:10]=[CH:11][C:12]([NH2:15])=[N:13][CH:14]=3)[CH:5]=[CH:4][N:3]=2)[CH:22]=[N:21][CH:20]=1. (6) Given the reactants [CH:1]1([S:4]([N:7]2[C:11]3=[CH:12][C:13]4[S:17][N:16]=[N:15][C:14]=4[C:18]([F:19])=[C:10]3[N:9]([C:20]3[CH:25]=[CH:24][C:23]([I:26])=[CH:22][C:21]=3[F:27])C2=O)(=[O:6])=[O:5])[CH2:3][CH2:2]1.C[Si](C)(C)[O-].[K+], predict the reaction product. The product is: [F:19][C:18]1[C:14]2[N:15]=[N:16][S:17][C:13]=2[CH:12]=[C:11]([NH:7][S:4]([CH:1]2[CH2:3][CH2:2]2)(=[O:5])=[O:6])[C:10]=1[NH:9][C:20]1[CH:25]=[CH:24][C:23]([I:26])=[CH:22][C:21]=1[F:27]. (7) Given the reactants [Br:1]N1C(=O)CCC1=O.[N+:9]([C:12]1[CH:17]=[CH:16][C:15]([N:18]2[C:27]3[N:28]4[CH:34]=[CH:33][CH:32]=[CH:31][C:29]4=[N:30][C:26]=3[C:25]3[C:20](=[CH:21][CH:22]=[CH:23][CH:24]=3)[C:19]2=[O:35])=[CH:14][CH:13]=1)([O-:11])=[O:10].O, predict the reaction product. The product is: [Br:1][C:22]1[CH:21]=[C:20]2[C:25]([C:26]3[N:30]=[C:29]4[CH:31]=[CH:32][CH:33]=[CH:34][N:28]4[C:27]=3[N:18]([C:15]3[CH:14]=[CH:13][C:12]([N+:9]([O-:11])=[O:10])=[CH:17][CH:16]=3)[C:19]2=[O:35])=[CH:24][CH:23]=1.